From a dataset of Reaction yield outcomes from USPTO patents with 853,638 reactions. Predict the reaction yield, written as a fraction of the theoretical maximum amount of product (1.0 means a 100% yield; for example, 0.34 means a 34% yield). (1) The reactants are [C:1]([O:5][C:6](=[O:15])[CH:7]([O:11][C:12](=[O:14])[CH3:13])[C:8]([CH3:10])=[O:9])([CH3:4])([CH3:3])[CH3:2].[H-].[Na+].[CH2:18](Br)[CH2:19][CH2:20][CH2:21][CH3:22]. The catalyst is CN(C=O)C. The product is [C:1]([O:5][C:6](=[O:15])[C:7]([O:11][C:12](=[O:14])[CH3:13])([C:8](=[O:9])[CH3:10])[CH2:18][CH2:19][CH2:20][CH2:21][CH3:22])([CH3:2])([CH3:3])[CH3:4]. The yield is 0.680. (2) The catalyst is CCO. The product is [NH2:18][C:15]1[CH:16]=[CH:17][C:12]([O:11][CH2:10][CH2:9][OH:8])=[C:13]([Cl:21])[CH:14]=1. The reactants are C([Si]([O:8][CH2:9][CH2:10][O:11][C:12]1[CH:17]=[CH:16][C:15]([N+:18]([O-])=O)=[CH:14][C:13]=1[Cl:21])(C)C)(C)(C)C.O.O.Cl[Sn]Cl.CCOC(C)=O.C([O-])(O)=O.[Na+]. The yield is 0.0300. (3) The reactants are [Li]CCCC.[C:6](Br)([CH3:8])=[CH2:7].CON(C)[C:13](=[O:30])[C@@H:14]([NH:22][C:23](=[O:29])[O:24][C:25]([CH3:28])([CH3:27])[CH3:26])[CH2:15][CH:16]1[CH2:20][CH2:19][NH:18][C:17]1=[O:21].[NH4+].[Cl-]. The catalyst is C1COCC1. The product is [CH3:8][C:6](=[CH2:7])[C:13](=[O:30])[C@@H:14]([NH:22][C:23](=[O:29])[O:24][C:25]([CH3:26])([CH3:27])[CH3:28])[CH2:15][CH:16]1[CH2:20][CH2:19][NH:18][C:17]1=[O:21]. The yield is 0.420. (4) The reactants are Cl[C:2]1[N:3]([CH2:25][CH:26]2[CH2:30][CH2:29][O:28][CH2:27]2)[C:4]2[C:9]([N:10]=1)=[C:8]([N:11]1[CH2:16][CH2:15][O:14][CH2:13][CH2:12]1)[N:7]=[C:6]([C:17]1[CH:18]=[N:19][C:20]([NH:23][CH3:24])=[N:21][CH:22]=1)[N:5]=2.[CH3:31][C@H:32]1[CH2:37][NH:36][CH2:35][C@@H:34]([CH3:38])[NH:33]1. The catalyst is CS(C)=O. The product is [CH3:31][C@H:32]1[NH:33][C@@H:34]([CH3:38])[CH2:35][N:36]([C:2]2[N:3]([CH2:25][CH:26]3[CH2:30][CH2:29][O:28][CH2:27]3)[C:4]3[C:9]([N:10]=2)=[C:8]([N:11]2[CH2:16][CH2:15][O:14][CH2:13][CH2:12]2)[N:7]=[C:6]([C:17]2[CH:18]=[N:19][C:20]([NH:23][CH3:24])=[N:21][CH:22]=2)[N:5]=3)[CH2:37]1. The yield is 0.540.